This data is from Reaction yield outcomes from USPTO patents with 853,638 reactions. The task is: Predict the reaction yield, written as a fraction of the theoretical maximum amount of product (1.0 means a 100% yield; for example, 0.34 means a 34% yield). The reactants are [C:1]1([CH2:7][C:8]([O:10][CH2:11][CH2:12][CH:13]2[CH2:18][CH2:17][NH:16][CH2:15][CH2:14]2)=O)[CH:6]=[CH:5][CH:4]=[CH:3][CH:2]=1.[SiH](CC)(CC)CC. The catalyst is C1(C)C=CC=CC=1. The product is [C:1]1([CH2:7][CH2:8][O:10][CH2:11][CH2:12][CH:13]2[CH2:18][CH2:17][NH:16][CH2:15][CH2:14]2)[CH:2]=[CH:3][CH:4]=[CH:5][CH:6]=1. The yield is 0.420.